From a dataset of Forward reaction prediction with 1.9M reactions from USPTO patents (1976-2016). Predict the product of the given reaction. Given the reactants Cl[C:2]1[C:3](=[O:15])[N:4]([C@@H:9]([CH:12]2[CH2:14][CH2:13]2)[CH2:10][CH3:11])[CH:5]=[C:6]([Cl:8])[N:7]=1.Cl.[Br:17][C:18]1[CH:19]=[C:20]([O:27][CH3:28])[CH:21]=[C:22]2[C:26]=1[NH:25][CH2:24][CH2:23]2, predict the reaction product. The product is: [Br:17][C:18]1[CH:19]=[C:20]([O:27][CH3:28])[CH:21]=[C:22]2[C:26]=1[N:25]([C:2]1[C:3](=[O:15])[N:4]([C@@H:9]([CH:12]3[CH2:14][CH2:13]3)[CH2:10][CH3:11])[CH:5]=[C:6]([Cl:8])[N:7]=1)[CH2:24][CH2:23]2.